Dataset: Reaction yield outcomes from USPTO patents with 853,638 reactions. Task: Predict the reaction yield, written as a fraction of the theoretical maximum amount of product (1.0 means a 100% yield; for example, 0.34 means a 34% yield). (1) The reactants are [C:1](/[C:3](=[C:7](/[N:9]1[CH2:15][CH2:14][CH2:13][N:12]([C:16]2[CH:17]=[N:18][C:19]([O:22][CH3:23])=[CH:20][CH:21]=2)[CH2:11][CH2:10]1)\[CH3:8])/[C:4](=[S:6])[NH2:5])#[N:2].[CH3:24]OC(OC)N(C)C.[OH-].[Na+].Cl[CH2:35][C:36]([NH2:38])=[O:37]. The catalyst is CN(C)C=O. The product is [NH2:2][C:1]1[C:3]2[C:4](=[N:5][CH:24]=[CH:8][C:7]=2[N:9]2[CH2:15][CH2:14][CH2:13][N:12]([C:16]3[CH:17]=[N:18][C:19]([O:22][CH3:23])=[CH:20][CH:21]=3)[CH2:11][CH2:10]2)[S:6][C:35]=1[C:36]([NH2:38])=[O:37]. The yield is 0.360. (2) The reactants are [OH:1][C:2]([C:5]1[CH:17]=[C:16]2[C:8]([C:9]3[C:10](B4OC(C)(C)C(C)(C)O4)=[CH:11][CH:12]=[C:13]([C:18]([NH2:20])=[O:19])[C:14]=3[NH:15]2)=[CH:7][CH:6]=1)([CH3:4])[CH3:3].Br[C:31]1[C:32]([CH3:51])=[C:33]([N:37]2[C:42](=[O:43])[CH:41]=[C:40]3[CH:44]=[CH:45][C:46]([O:48][CH3:49])=[CH:47][N:39]3[C:38]2=[O:50])[CH:34]=[CH:35][CH:36]=1.C([O-])([O-])=O.[Na+].[Na+]. The catalyst is CN(C=O)C.C1C=CC(P(C2C=CC=CC=2)[C-]2C=CC=C2)=CC=1.C1C=CC(P(C2C=CC=CC=2)[C-]2C=CC=C2)=CC=1.Cl[Pd]Cl.[Fe+2].C(Cl)Cl. The product is [OH:1][C:2]([C:5]1[CH:17]=[C:16]2[C:8]([C:9]3[C:10]([C:31]4[CH:36]=[CH:35][CH:34]=[C:33]([N:37]5[C:42](=[O:43])[CH:41]=[C:40]6[CH:44]=[CH:45][C:46]([O:48][CH3:49])=[CH:47][N:39]6[C:38]5=[O:50])[C:32]=4[CH3:51])=[CH:11][CH:12]=[C:13]([C:18]([NH2:20])=[O:19])[C:14]=3[NH:15]2)=[CH:7][CH:6]=1)([CH3:3])[CH3:4]. The yield is 0.340. (3) The product is [CH2:17]([O:9][C:6]1[CH:7]=[CH:8][C:3]([C:1]#[N:2])=[CH:4][CH:5]=1)[CH:18]([CH3:20])[CH3:19]. The catalyst is CN(C=O)C.O. The yield is 0.850. The reactants are [C:1]([C:3]1[CH:8]=[CH:7][C:6]([OH:9])=[CH:5][CH:4]=1)#[N:2].C(N(CC)CC)C.[CH2:17](Br)[CH:18]([CH3:20])[CH3:19]. (4) The reactants are [NH2:1][C:2]1[CH:3]=[N:4][C:5]2[C:10]([C:11]=1[NH:12][CH2:13][C:14]1([OH:20])[CH2:19][CH2:18][O:17][CH2:16][CH2:15]1)=[CH:9][CH:8]=[CH:7][CH:6]=2.[CH2:21]([O:23][CH2:24][C:25](Cl)=O)[CH3:22]. No catalyst specified. The product is [CH2:21]([O:23][CH2:24][C:25]1[N:12]([CH2:13][C:14]2([OH:20])[CH2:19][CH2:18][O:17][CH2:16][CH2:15]2)[C:11]2[C:10]3[CH:9]=[CH:8][CH:7]=[CH:6][C:5]=3[N:4]=[CH:3][C:2]=2[N:1]=1)[CH3:22]. The yield is 0.760. (5) The reactants are [NH2:1][CH:2]1[CH2:7][CH2:6][N:5]([C:8]([O:10][C:11]([CH3:14])([CH3:13])[CH3:12])=[O:9])[CH2:4][CH2:3]1.Cl[C:16]([O:18][C:19]1[CH:24]=[CH:23][CH:22]=[CH:21][CH:20]=1)=[O:17].N1C=CC=CC=1. The catalyst is CCCCCC. The product is [C:11]([O:10][C:8]([N:5]1[CH2:4][CH2:3][CH:2]([NH:1][C:16]([O:18][C:19]2[CH:24]=[CH:23][CH:22]=[CH:21][CH:20]=2)=[O:17])[CH2:7][CH2:6]1)=[O:9])([CH3:14])([CH3:13])[CH3:12]. The yield is 0.409. (6) The product is [Cl:1][C:2]1[CH:7]=[C:6]([F:8])[CH:5]=[CH:4][C:3]=1[N:9]1[C:13]([OH:14])=[C:12]([C:23](=[O:24])[CH2:22][O:21][CH3:20])[C:11]([CH2:15][C:16]([O:18][CH3:19])=[O:17])=[N:10]1. The reactants are [Cl:1][C:2]1[CH:7]=[C:6]([F:8])[CH:5]=[CH:4][C:3]=1[N:9]1[C:13]([OH:14])=[CH:12][C:11]([CH2:15][C:16]([O:18][CH3:19])=[O:17])=[N:10]1.[CH3:20][O:21][CH2:22][C:23](Cl)=[O:24].Cl. The catalyst is O1CCOCC1.[Cl-].[Na+].O. The yield is 0.740.